This data is from Peptide-MHC class II binding affinity with 134,281 pairs from IEDB. The task is: Regression. Given a peptide amino acid sequence and an MHC pseudo amino acid sequence, predict their binding affinity value. This is MHC class II binding data. The peptide sequence is PANDKFTVFEAAFNNAIKAS. The MHC is DRB1_1201 with pseudo-sequence DRB1_1201. The binding affinity (normalized) is 0.217.